Dataset: Reaction yield outcomes from USPTO patents with 853,638 reactions. Task: Predict the reaction yield, written as a fraction of the theoretical maximum amount of product (1.0 means a 100% yield; for example, 0.34 means a 34% yield). (1) The reactants are C([N:11]1[CH2:34][CH2:33][N:14]2[C:15]3[C:20]([NH:21][C:22](=[O:23])[CH:13]2[CH2:12]1)=[CH:19][C:18]([C:24]1[CH:29]=[CH:28][C:27]([O:30][CH3:31])=[CH:26][C:25]=1[CH3:32])=[CH:17][CH:16]=3)(OCC1C=CC=CC=1)=O.C1CCCCC=1. The catalyst is C(O)C.[Pd]. The product is [CH3:31][O:30][C:27]1[CH:28]=[CH:29][C:24]([C:18]2[CH:19]=[C:20]3[C:15](=[CH:16][CH:17]=2)[N:14]2[CH2:33][CH2:34][NH:11][CH2:12][CH:13]2[C:22](=[O:23])[NH:21]3)=[C:25]([CH3:32])[CH:26]=1. The yield is 0.240. (2) The reactants are [Cl:1][C:2]1[CH:3]=[N+:4]([O-:44])[CH:5]=[C:6]([Cl:43])[C:7]=1[CH2:8][C@@H:9]([C:28]1[CH:33]=[CH:32][C:31]([O:34][CH:35]([F:37])[F:36])=[C:30]([O:38][CH2:39][CH:40]2[CH2:42][CH2:41]2)[CH:29]=1)[O:10][C:11](=[O:27])[CH2:12][N:13]1[C:21](=[O:22])[C:20]2[C:15](=[CH:16][CH:17]=[C:18]([N+]([O-])=O)[CH:19]=2)[C:14]1=[O:26].O=[C:46]1C2C(=CC=CC=2)CC(=O)N1CC(Cl)=O. The catalyst is C(Cl)Cl.CN(C1C=CN=CC=1)C. The product is [Cl:43][C:6]1[CH:5]=[N+:4]([O-:44])[CH:3]=[C:2]([Cl:1])[C:7]=1[CH2:8][C@@H:9]([C:28]1[CH:33]=[CH:32][C:31]([O:34][CH:35]([F:37])[F:36])=[C:30]([O:38][CH2:39][CH:40]2[CH2:42][CH2:41]2)[CH:29]=1)[O:10][C:11](=[O:27])[CH2:12][N:13]1[C:21](=[O:22])[CH2:46][C:20]2[C:15](=[CH:16][CH:17]=[CH:18][CH:19]=2)[C:14]1=[O:26]. The yield is 0.520. (3) The reactants are C(O)(C)C.[F:5][C:6]1[CH:11]=[CH:10][CH:9]=[C:8]([F:12])[C:7]=1[N:13]1[C:18]2[N:19]=[C:20]([NH:38][CH2:39][C:40]3[NH:41][CH:42]=[CH:43][N:44]=3)[N:21]=[C:22]([C:23]3[CH:24]=[C:25]([CH:34]=[CH:35][C:36]=3[CH3:37])[C:26]([NH:28][C:29]3[S:30][CH:31]=[CH:32][N:33]=3)=[O:27])[C:17]=2[CH:16]=[CH:15][C:14]1=[O:45].[C:46]([OH:53])(=[O:52])/[CH:47]=[CH:48]/[C:49]([OH:51])=[O:50]. The catalyst is C(O)C. The product is [C:46]([OH:53])(=[O:52])/[CH:47]=[CH:48]/[C:49]([OH:51])=[O:50].[F:5][C:6]1[CH:11]=[CH:10][CH:9]=[C:8]([F:12])[C:7]=1[N:13]1[C:18]2[N:19]=[C:20]([NH:38][CH2:39][C:40]3[NH:44][CH:43]=[CH:42][N:41]=3)[N:21]=[C:22]([C:23]3[CH:24]=[C:25]([CH:34]=[CH:35][C:36]=3[CH3:37])[C:26]([NH:28][C:29]3[S:30][CH:31]=[CH:32][N:33]=3)=[O:27])[C:17]=2[CH:16]=[CH:15][C:14]1=[O:45]. The yield is 0.614. (4) The reactants are [F:1][C:2]1[CH:19]=[CH:18][C:5]([CH2:6][C:7]2[C:16]3[C:11](=[CH:12][CH:13]=[CH:14][CH:15]=3)[C:10](=[O:17])[NH:9][N:8]=2)=[CH:4][C:3]=1[C:20]([N:22]1[CH2:25][CH:24]([NH:26][CH2:27][CH:28]([CH3:30])[CH3:29])[CH2:23]1)=[O:21].[ClH:31]. No catalyst specified. The product is [ClH:31].[F:1][C:2]1[CH:19]=[CH:18][C:5]([CH2:6][C:7]2[C:16]3[C:11](=[CH:12][CH:13]=[CH:14][CH:15]=3)[C:10](=[O:17])[NH:9][N:8]=2)=[CH:4][C:3]=1[C:20]([N:22]1[CH2:25][CH:24]([NH:26][CH2:27][CH:28]([CH3:30])[CH3:29])[CH2:23]1)=[O:21]. The yield is 0.950. (5) The reactants are Cl[CH2:2][CH2:3][O:4][C:5]1[CH:14]=[C:13]2[C:8]([C:9]([NH:15][C:16]3[C:24]4[O:23][CH2:22][O:21][C:20]=4[C:19]([C:25]#[C:26][CH2:27][O:28][CH3:29])=[CH:18][C:17]=3[Cl:30])=[N:10][CH:11]=[N:12]2)=[CH:7][C:6]=1[O:31][CH3:32].[CH3:33][N:34]1[CH2:39][CH2:38][NH:37][CH2:36][CH2:35]1. No catalyst specified. The product is [Cl:30][C:17]1[CH:18]=[C:19]([C:25]#[C:26][CH2:27][O:28][CH3:29])[C:20]2[O:21][CH2:22][O:23][C:24]=2[C:16]=1[NH:15][C:9]1[C:8]2[C:13](=[CH:14][C:5]([O:4][CH2:3][CH2:2][N:37]3[CH2:38][CH2:39][N:34]([CH3:33])[CH2:35][CH2:36]3)=[C:6]([O:31][CH3:32])[CH:7]=2)[N:12]=[CH:11][N:10]=1. The yield is 0.170. (6) The reactants are O[CH2:2][C:3]1[C:4]2[O:12][CH:11]=[CH:10][C:5]=2[C:6](=[O:9])O[CH:8]=1.[C:13]([O-:16])(=[O:15])C.[NH4+:17].[C:18](O)(=O)C. The catalyst is C(OC(=O)C)C. The product is [O:9]=[C:6]1[C:5]2[CH:10]=[CH:11][O:12][C:4]=2[C:3]([CH2:2][C:13]([O:16][CH3:18])=[O:15])=[CH:8][NH:17]1. The yield is 0.420.